From a dataset of Full USPTO retrosynthesis dataset with 1.9M reactions from patents (1976-2016). Predict the reactants needed to synthesize the given product. (1) The reactants are: Cl[C:2]1[C:3]2[S:18][CH:17]=[CH:16][C:4]=2[N:5]=[C:6]([C:8]2[CH:13]=[CH:12][CH:11]=[CH:10][C:9]=2[O:14][CH3:15])[N:7]=1.[NH:19]1[CH2:24][CH2:23][CH:22]([NH:25][C:26](=[O:32])[O:27][CH2:28][CH:29]([CH3:31])[CH3:30])[CH2:21][CH2:20]1.CCN(CC)CC. Given the product [CH3:15][O:14][C:9]1[CH:10]=[CH:11][CH:12]=[CH:13][C:8]=1[C:6]1[N:7]=[C:2]([N:19]2[CH2:20][CH2:21][CH:22]([NH:25][C:26](=[O:32])[O:27][CH2:28][CH:29]([CH3:30])[CH3:31])[CH2:23][CH2:24]2)[C:3]2[S:18][CH:17]=[CH:16][C:4]=2[N:5]=1, predict the reactants needed to synthesize it. (2) Given the product [CH3:23][N:19]1[CH:2]([CH3:1])[CH:3]([C:4]2[CH:5]=[CH:6][CH:7]=[CH:8][CH:9]=2)[NH:22][C:20]1=[O:21], predict the reactants needed to synthesize it. The reactants are: [CH3:1][C@H:2](NC)[C@H:3](O)[C:4]1[CH:5]=[CH:6][CH:7]=[CH:8][CH:9]=1.S(=O)(=O)([O-])N.[NH4+].[NH2:19][C:20]([NH2:22])=[O:21].[CH3:23]N1C(=O)CCC1.